From a dataset of Reaction yield outcomes from USPTO patents with 853,638 reactions. Predict the reaction yield, written as a fraction of the theoretical maximum amount of product (1.0 means a 100% yield; for example, 0.34 means a 34% yield). (1) The reactants are CN(C(ON1N=NC2C=CC=CC1=2)=[N+](C)C)C.[B-](F)(F)(F)F.CCN(CC)CC.[NH2:30][C:31]1[C:32]([C:38]([OH:40])=O)=[N:33][C:34]([Br:37])=[CH:35][N:36]=1.[C:41]([NH:49][NH2:50])(=[O:48])[C:42]1[CH:47]=[CH:46][CH:45]=[CH:44][CH:43]=1. The catalyst is CN(C=O)C.O. The product is [NH2:30][C:31]1[C:32]([C:38]([NH:50][NH:49][C:41]([C:42]2[CH:47]=[CH:46][CH:45]=[CH:44][CH:43]=2)=[O:48])=[O:40])=[N:33][C:34]([Br:37])=[CH:35][N:36]=1. The yield is 0.850. (2) The reactants are [OH:1][C:2]1[CH:9]=[CH:8][C:5]([CH:6]=[O:7])=[CH:4][CH:3]=1.Br[CH2:11][CH2:12][CH:13]=[CH2:14].C(=O)([O-])[O-].[K+].[K+].O. The catalyst is CN(C)C=O. The product is [CH2:14]([O:1][C:2]1[CH:9]=[CH:8][C:5]([CH:6]=[O:7])=[CH:4][CH:3]=1)[CH2:13][CH:12]=[CH2:11]. The yield is 0.680. (3) The reactants are [F:1][C:2]1[C:3]([C:15]#N)=[N:4][CH:5]=[CH:6][C:7]=1[C:8]1[CH:9]=[N:10][CH:11]=[CH:12][C:13]=1[CH3:14].[C:17]1([Mg]Br)[CH:22]=[CH:21][CH:20]=[CH:19][CH:18]=1.Cl.[OH-:26].[Na+]. The catalyst is C1COCC1.C(Cl)Cl.O. The product is [F:1][C:2]1[C:3]([C:15]([C:17]2[CH:22]=[CH:21][CH:20]=[CH:19][CH:18]=2)=[O:26])=[N:4][CH:5]=[CH:6][C:7]=1[C:8]1[CH:9]=[N:10][CH:11]=[CH:12][C:13]=1[CH3:14]. The yield is 0.642. (4) The reactants are Br[C:2]1[CH:3]=[CH:4][C:5]2[O:9][CH:8]=[CH:7][C:6]=2[CH:10]=1.II.[O:13]1[CH:18]=[CH:17][C:16](=[O:19])[CH:15]=[CH:14]1. The catalyst is C1COCC1. The product is [O:9]1[C:5]2[CH:4]=[CH:3][C:2]([C:16]3([OH:19])[CH2:17][CH2:18][O:13][CH2:14][CH2:15]3)=[CH:10][C:6]=2[CH:7]=[CH:8]1. The yield is 0.410. (5) The reactants are [Cl:1][C:2]1[CH:3]=[C:4]([C:24](=[O:36])[NH:25][CH2:26][C:27]2[C:28](=[O:35])[NH:29][C:30]([CH3:34])=[CH:31][C:32]=2[CH3:33])[C:5]([CH3:23])=[C:6]([N:8]([CH3:22])[CH:9]2[CH2:14][CH2:13][N:12](C(OC(C)(C)C)=O)[CH2:11][CH2:10]2)[CH:7]=1.C(O)(C(F)(F)F)=O. The catalyst is C(Cl)Cl. The product is [Cl:1][C:2]1[CH:7]=[C:6]([N:8]([CH3:22])[CH:9]2[CH2:14][CH2:13][NH:12][CH2:11][CH2:10]2)[C:5]([CH3:23])=[C:4]([CH:3]=1)[C:24]([NH:25][CH2:26][C:27]1[C:28](=[O:35])[NH:29][C:30]([CH3:34])=[CH:31][C:32]=1[CH3:33])=[O:36]. The yield is 0.530.